Dataset: Peptide-MHC class I binding affinity with 185,985 pairs from IEDB/IMGT. Task: Regression. Given a peptide amino acid sequence and an MHC pseudo amino acid sequence, predict their binding affinity value. This is MHC class I binding data. (1) The peptide sequence is WFQRIPLQW. The MHC is HLA-B27:03 with pseudo-sequence HLA-B27:03. The binding affinity (normalized) is 0.0847. (2) The binding affinity (normalized) is 0.109. The MHC is Mamu-A07 with pseudo-sequence Mamu-A07. The peptide sequence is MHEDIISLW.